From a dataset of Full USPTO retrosynthesis dataset with 1.9M reactions from patents (1976-2016). Predict the reactants needed to synthesize the given product. (1) Given the product [CH:19]1[CH:18]=[CH:17][CH:16]=[C:15]2[C:20]=1[C:11]1[N:10]3[CH2:22][CH2:23][CH2:24][N:25]([C:26]([O:27][C:28]([CH3:31])([CH3:30])[CH3:29])=[O:32])[CH2:8][C:9]3=[N:21][C:12]=1[CH:13]=[N:14]2, predict the reactants needed to synthesize it. The reactants are: CC(C)([O-])C.[K+].Cl[CH2:8][C:9]1[N:10]([CH2:22][CH2:23][CH2:24][NH:25][C:26](=[O:32])[O:27][C:28]([CH3:31])([CH3:30])[CH3:29])[C:11]2[C:20]3[CH:19]=[CH:18][CH:17]=[CH:16][C:15]=3[N:14]=[CH:13][C:12]=2[N:21]=1. (2) Given the product [CH3:38][N:33]1[C:32]2[CH:39]=[C:28]([C:26](=[O:27])[CH2:25][N:15]3[CH2:16][CH2:17][N:12]([C:8]4[CH:7]=[CH:6][CH:5]=[C:4]5[C:9]=4[CH:10]=[CH:11][C:2]([CH3:1])=[N:3]5)[CH2:13][CH2:14]3)[CH:29]=[CH:30][C:31]=2[O:21][C:18](=[O:19])[CH2:34]1, predict the reactants needed to synthesize it. The reactants are: [CH3:1][C:2]1[CH:11]=[CH:10][C:9]2[C:4](=[CH:5][CH:6]=[CH:7][C:8]=2[N:12]2[CH2:17][CH2:16][NH:15][CH2:14][CH2:13]2)[N:3]=1.[C:18]([O-:21])([O-])=[O:19].[K+].[K+].Cl[CH2:25][C:26]([C:28]1[CH:29]=[CH:30][C:31]2OC[C:34](=O)[N:33]([CH3:38])[C:32]=2[CH:39]=1)=[O:27]. (3) Given the product [O:1]1[CH2:4][CH:3]([CH:5]2[C:14]3[C:9](=[CH:10][CH:11]=[CH:12][CH:13]=3)[NH:8][CH2:7][CH2:6]2)[CH2:2]1, predict the reactants needed to synthesize it. The reactants are: [O:1]1[CH2:4][CH:3]([CH:5]2[C:14]3[C:9](=[CH:10][CH:11]=[CH:12][CH:13]=3)[NH:8][C:7](=O)[CH2:6]2)[CH2:2]1.[H-].[Al+3].[Li+].[H-].[H-].[H-].[OH-].[Na+].[O-]S([O-])(=O)=O.[Mg+2]. (4) The reactants are: [C:1]12([CH2:11][C:12]([OH:14])=O)[CH2:10][CH:5]3[CH2:6][CH:7]([CH2:9][CH:3]([CH2:4]3)[CH2:2]1)[CH2:8]2.[Cl:15][CH2:16][CH2:17][CH2:18][CH2:19][CH2:20][CH2:21][O:22][CH2:23][CH2:24][O:25][CH2:26][CH2:27][NH2:28].C1C=CC2N(O)N=NC=2C=1.CCN(C(C)C)C(C)C.CCN=C=NCCCN(C)C. Given the product [CH2:9]1[CH:3]2[CH2:2][C:1]3([CH2:11][C:12]([NH:28][CH2:27][CH2:26][O:25][CH2:24][CH2:23][O:22][CH2:21][CH2:20][CH2:19][CH2:18][CH2:17][CH2:16][Cl:15])=[O:14])[CH2:10][CH:5]([CH2:4]2)[CH2:6][CH:7]1[CH2:8]3, predict the reactants needed to synthesize it. (5) Given the product [Cl:1][C:2]1[C:7]([F:8])=[C:6]([Cl:9])[CH:5]=[CH:4][C:3]=1[C:10]([N:12]1[CH2:17][CH2:16][N:15]2[C:39]([C:35]3[CH:34]=[C:33]([O:32][CH3:31])[CH:38]=[CH:37][N:36]=3)=[N:41][N:42]=[C:14]2[CH2:13]1)=[O:11], predict the reactants needed to synthesize it. The reactants are: [Cl:1][C:2]1[C:7]([F:8])=[C:6]([Cl:9])[CH:5]=[CH:4][C:3]=1[C:10]([N:12]1[CH2:17][CH2:16][NH:15][C:14](=O)[CH2:13]1)=[O:11].F[B-](F)(F)F.C([O+](CC)CC)C.[CH3:31][O:32][C:33]1[CH:38]=[CH:37][N:36]=[C:35]([C:39]([NH:41][NH2:42])=O)[CH:34]=1. (6) Given the product [CH2:1]([N:3]1[CH:7]=[C:6]([C:8]2[CH:13]=[CH:12][N:11]=[C:10]3[N:14]([S:19]([C:22]4[CH:27]=[CH:26][CH:25]=[CH:24][CH:23]=4)(=[O:21])=[O:20])[C:15]([C:17]4[CH:9]=[CH:8][C:6]([CH2:7][N:40]5[CH2:41][CH2:42][N:37]([CH2:43][CH2:44][OH:45])[CH2:38][CH2:39]5)=[CH:5][CH:28]=4)=[CH:16][C:9]=23)[C:5]([C:28]2[CH:33]=[CH:32][C:31]([N+:34]([O-:36])=[O:35])=[CH:30][CH:29]=2)=[N:4]1)[CH3:2], predict the reactants needed to synthesize it. The reactants are: [CH2:1]([N:3]1[CH:7]=[C:6]([C:8]2[CH:13]=[CH:12][N:11]=[C:10]3[N:14]([S:19]([C:22]4[CH:27]=[CH:26][CH:25]=[CH:24][CH:23]=4)(=[O:21])=[O:20])[C:15]([CH:17]=O)=[CH:16][C:9]=23)[C:5]([C:28]2[CH:33]=[CH:32][C:31]([N+:34]([O-:36])=[O:35])=[CH:30][CH:29]=2)=[N:4]1)[CH3:2].[N:37]1([CH2:43][CH2:44][OH:45])[CH2:42][CH2:41][NH:40][CH2:39][CH2:38]1. (7) Given the product [O:30]([CH2:37][C:38]([N:1]1[CH2:2][CH2:3][CH:4]([NH:7][S:8]([C:11]2[CH:20]=[CH:19][C:18]3[C:13](=[CH:14][CH:15]=[CH:16][CH:17]=3)[CH:12]=2)(=[O:10])=[O:9])[CH2:5][CH2:6]1)=[O:39])[C:31]1[CH:36]=[CH:35][CH:34]=[CH:33][CH:32]=1, predict the reactants needed to synthesize it. The reactants are: [NH:1]1[CH2:6][CH2:5][CH:4]([NH:7][S:8]([C:11]2[CH:20]=[CH:19][C:18]3[C:13](=[CH:14][CH:15]=[CH:16][CH:17]=3)[CH:12]=2)(=[O:10])=[O:9])[CH2:3][CH2:2]1.C(N(C(C)C)CC)(C)C.[O:30]([CH2:37][C:38](Cl)=[O:39])[C:31]1[CH:36]=[CH:35][CH:34]=[CH:33][CH:32]=1.